From a dataset of Catalyst prediction with 721,799 reactions and 888 catalyst types from USPTO. Predict which catalyst facilitates the given reaction. Reactant: [OH:1][CH2:2][CH2:3][C:4]1[N:5]=[C:6]([NH:9][C:10](=[O:16])[O:11][C:12]([CH3:15])([CH3:14])[CH3:13])[S:7][CH:8]=1.[O:17]1[CH:22]=[CH:21][CH2:20][CH2:19][CH2:18]1.[NH+]1C=CC=CC=1.C1(C)C=CC(S(O)(=O)=O)=CC=1. Product: [O:17]1[CH2:22][CH2:21][CH2:20][CH2:19][CH:18]1[O:1][CH2:2][CH2:3][C:4]1[N:5]=[C:6]([NH:9][C:10](=[O:16])[O:11][C:12]([CH3:13])([CH3:15])[CH3:14])[S:7][CH:8]=1. The catalyst class is: 2.